From a dataset of Full USPTO retrosynthesis dataset with 1.9M reactions from patents (1976-2016). Predict the reactants needed to synthesize the given product. (1) Given the product [Br:1][C:2]1[CH:10]=[CH:9][C:5]2[CH2:6][S:13](=[O:15])(=[O:12])[CH2:8][C:4]=2[CH:3]=1, predict the reactants needed to synthesize it. The reactants are: [Br:1][C:2]1[CH:10]=[CH:9][C:5]2[CH2:6]S[CH2:8][C:4]=2[CH:3]=1.O[O:12][S:13]([O-:15])=O.[K+].S(=O)(O)[O-].[Na+].C([O-])(O)=O.[Na+]. (2) Given the product [Cl:25][C:7]1[CH:8]=[C:9]([CH:23]=[CH:24][C:6]=1[O:5][C:4]1[CH:26]=[CH:27][CH:28]=[C:2]([C:41]2[CH:42]=[N:38][NH:39][CH:40]=2)[C:3]=1[C:29]#[N:30])[C:10]([NH:12][CH2:13][C:14]1[C:15]([OH:22])=[N:16][C:17]([CH3:21])=[CH:18][C:19]=1[CH3:20])=[O:11], predict the reactants needed to synthesize it. The reactants are: Br[C:2]1[C:3]([C:29]#[N:30])=[C:4]([CH:26]=[CH:27][CH:28]=1)[O:5][C:6]1[CH:24]=[CH:23][C:9]([C:10]([NH:12][CH2:13][C:14]2[C:15]([OH:22])=[N:16][C:17]([CH3:21])=[CH:18][C:19]=2[CH3:20])=[O:11])=[CH:8][C:7]=1[Cl:25].C(OC([N:38]1[CH:42]=[C:41](B2OC(C)(C)C(C)(C)O2)[CH:40]=[N:39]1)=O)(C)(C)C.C(=O)([O-])[O-].[Na+].[Na+]. (3) Given the product [F:1][C:2]1[CH:21]=[CH:20][CH:19]=[CH:18][C:3]=1[CH2:4][N:5]1[C:9]([C:10]2[S:11][CH:12]=[CH:13][N:14]=2)=[N:8][C:7]([C:15]2[N:16]=[C:27]([NH2:28])[CH:26]=[CH:25][N:17]=2)=[N:6]1, predict the reactants needed to synthesize it. The reactants are: [F:1][C:2]1[CH:21]=[CH:20][CH:19]=[CH:18][C:3]=1[CH2:4][N:5]1[C:9]([C:10]2[S:11][CH:12]=[CH:13][N:14]=2)=[N:8][C:7]([C:15](=[NH:17])[NH2:16])=[N:6]1.C(O[CH:25]=[CH:26][C:27]#[N:28])C.C1CCN2C(=NCCC2)CC1.CC#N.CO.C(Cl)Cl. (4) Given the product [F:1][C:2]1[CH:3]=[C:4]([NH:5][NH2:12])[CH:6]=[C:7]([F:11])[C:8]=1[O:9][CH3:10], predict the reactants needed to synthesize it. The reactants are: [F:1][C:2]1[CH:3]=[C:4]([CH:6]=[C:7]([F:11])[C:8]=1[O:9][CH3:10])[NH2:5].[N:12]([O-])=O.[Na+].O.O.[Sn](Cl)Cl. (5) Given the product [OH:1][CH2:2][CH:3]1[N:8]([C:23](=[O:24])[NH:22][C:18]2[CH:19]=[N:20][CH:21]=[CH:16][CH:17]=2)[CH2:7][CH2:6][N:5]([C:9]([O:11][C:12]([CH3:15])([CH3:14])[CH3:13])=[O:10])[CH2:4]1, predict the reactants needed to synthesize it. The reactants are: [OH:1][CH2:2][CH:3]1[NH:8][CH2:7][CH2:6][N:5]([C:9]([O:11][C:12]([CH3:15])([CH3:14])[CH3:13])=[O:10])[CH2:4]1.[CH:16]1[CH:21]=[N:20][CH:19]=[C:18]([N:22]=[C:23]=[O:24])[CH:17]=1. (6) Given the product [OH:9][C:10]1[N:17]=[CH:16][C:15]([I:1])=[CH:14][C:11]=1[C:12]#[N:13], predict the reactants needed to synthesize it. The reactants are: [I:1]N1C(=O)CCC1=O.[OH:9][C:10]1[N:17]=[CH:16][CH:15]=[CH:14][C:11]=1[C:12]#[N:13].